This data is from Reaction yield outcomes from USPTO patents with 853,638 reactions. The task is: Predict the reaction yield, written as a fraction of the theoretical maximum amount of product (1.0 means a 100% yield; for example, 0.34 means a 34% yield). (1) The reactants are [NH:1]1[C:9]2[C:4](=[N:5][C:6]([C:10](=[O:12])[CH3:11])=[CH:7][CH:8]=2)[CH:3]=[CH:2]1.[Cl:13]N1C(=O)CCC1=O. The catalyst is CN(C=O)C.CCOC(C)=O. The product is [Cl:13][C:3]1[C:4]2=[N:5][C:6]([C:10](=[O:12])[CH3:11])=[CH:7][CH:8]=[C:9]2[NH:1][CH:2]=1. The yield is 0.986. (2) The reactants are [CH3:1][C@@H:2]1[NH:13][C:12](=[O:14])[C@H:11]([CH2:15][C:16]([O:18]C(C)(C)C)=O)[CH2:10][CH:9]=[CH:8][CH2:7][CH2:6][C:5](=[O:23])[O:4][C@@H:3]1[C:24]1[CH:29]=[CH:28][CH:27]=[CH:26][CH:25]=1.FC(F)(F)C(O)=O.C[C@@H]1NC(=O)[C@H](CC(O)=O)CC=CCCC(=O)O[C@@H]1C1C=CC=CC=1.[Cl:62][C:63]1[CH:68]=[CH:67][C:66]([CH2:69][NH2:70])=[CH:65][CH:64]=1. The catalyst is C(Cl)Cl.CO.C(Cl)Cl. The product is [Cl:62][C:63]1[CH:68]=[CH:67][C:66]([CH2:69][NH:70][C:16](=[O:18])[CH2:15][C@@H:11]2[CH2:10][CH:9]=[CH:8][CH2:7][CH2:6][C:5](=[O:23])[O:4][C@H:3]([C:24]3[CH:29]=[CH:28][CH:27]=[CH:26][CH:25]=3)[C@H:2]([CH3:1])[NH:13][C:12]2=[O:14])=[CH:65][CH:64]=1. The yield is 0.870. (3) The reactants are [CH:1]1([CH2:4][OH:5])[CH2:3][CH2:2]1.[H-].[Na+].Cl[C:9]1[CH:16]=C[C:12]([C:13]#[N:14])=[CH:11][CH:10]=1.C[N:18](C=O)C. The catalyst is O. The product is [CH:1]1([CH2:4][O:5][C:12]2[CH:11]=[CH:10][C:9]([C:16]#[N:18])=[N:14][CH:13]=2)[CH2:3][CH2:2]1. The yield is 0.690. (4) The reactants are [OH:1][C:2]1[C:3]([C:30]([NH:32][CH2:33][C:34]([OH:36])=[O:35])=[O:31])=[N:4][C:5]([CH2:9][CH:10]2[CH2:15][CH2:14][N:13]([C:16]3[CH:21]=[CH:20][C:19]([C:22]4[CH:27]=[CH:26][C:25]([CH2:28][OH:29])=[CH:24][CH:23]=4)=[CH:18][CH:17]=3)[CH2:12][CH2:11]2)=[N:6][C:7]=1[CH3:8].[C:37](OC(=O)C)(=[O:39])[CH3:38].C(N(CC)CC)C. The catalyst is C(#N)C.CN(C)C1C=CN=CC=1. The product is [C:37]([O:29][CH2:28][C:25]1[CH:26]=[CH:27][C:22]([C:19]2[CH:18]=[CH:17][C:16]([N:13]3[CH2:14][CH2:15][CH:10]([CH2:9][C:5]4[N:4]=[C:3]([C:30]([NH:32][CH2:33][C:34]([OH:36])=[O:35])=[O:31])[C:2]([OH:1])=[C:7]([CH3:8])[N:6]=4)[CH2:11][CH2:12]3)=[CH:21][CH:20]=2)=[CH:23][CH:24]=1)(=[O:39])[CH3:38]. The yield is 0.500. (5) The reactants are [Br:1][C:2]1[CH:7]=[CH:6][C:5]([N:8]2[CH2:13][CH2:12][N:11]([C:14](=[O:18])[C:15]([O-:17])=[O:16])[CH2:10][CH2:9]2)=[C:4]([C:19]([CH3:22])([CH3:21])[CH3:20])[CH:3]=1.[OH-].[Li+].Cl. The catalyst is C1COCC1. The product is [Br:1][C:2]1[CH:7]=[CH:6][C:5]([N:8]2[CH2:13][CH2:12][N:11]([C:14](=[O:18])[C:15]([OH:17])=[O:16])[CH2:10][CH2:9]2)=[C:4]([C:19]([CH3:22])([CH3:21])[CH3:20])[CH:3]=1. The yield is 0.920. (6) The product is [NH2:22][C:16]1[CH:15]=[C:14]([C:11]2[CH:12]=[CH:13][C:8]([O:7][C:6]3[CH:36]=[CH:37][CH:38]=[CH:39][C:5]=3[C:1]([CH3:4])([CH3:3])[CH3:2])=[C:9]([NH:25][C:26]([NH:28][C:29]3[CH:30]=[CH:31][C:32]([CH3:35])=[CH:33][CH:34]=3)=[O:27])[CH:10]=2)[CH:19]=[CH:18][C:17]=1[O:20][CH3:21]. The reactants are [C:1]([C:5]1[CH:39]=[CH:38][CH:37]=[CH:36][C:6]=1[O:7][C:8]1[CH:13]=[CH:12][C:11]([C:14]2[CH:19]=[CH:18][C:17]([O:20][CH3:21])=[C:16]([N+:22]([O-])=O)[CH:15]=2)=[CH:10][C:9]=1[NH:25][C:26]([NH:28][C:29]1[CH:34]=[CH:33][C:32]([CH3:35])=[CH:31][CH:30]=1)=[O:27])([CH3:4])([CH3:3])[CH3:2].[Cl-].[NH4+].O. The catalyst is C(O)C.ClCCl.[Zn]. The yield is 0.840.